From a dataset of Full USPTO retrosynthesis dataset with 1.9M reactions from patents (1976-2016). Predict the reactants needed to synthesize the given product. (1) The reactants are: [CH2:1]([N:8]1[CH2:13][CH:12]=[C:11]([CH2:14][O:15][C:16]2[CH:21]=[CH:20][C:19]([O:22][CH3:23])=[CH:18][C:17]=2Br)[CH2:10][CH2:9]1)[C:2]1[CH:7]=[CH:6][CH:5]=[CH:4][CH:3]=1.CCCC[SnH](CCCC)CCCC. Given the product [CH2:1]([N:8]1[CH2:13][CH2:12][C:11]2([C:17]3[CH:18]=[C:19]([O:22][CH3:23])[CH:20]=[CH:21][C:16]=3[O:15][CH2:14]2)[CH2:10][CH2:9]1)[C:2]1[CH:7]=[CH:6][CH:5]=[CH:4][CH:3]=1, predict the reactants needed to synthesize it. (2) Given the product [C:1]([N:4]1[C:13]2[C:8](=[CH:9][C:10]([C:14]([OH:16])=[O:15])=[CH:11][CH:12]=2)[C@H:7]([NH:19][C:20]2[N:25]=[C:24]([CH3:26])[CH:23]=[CH:22][N:21]=2)[C@@H:6]([CH3:27])[C@@H:5]1[CH2:28][CH3:29])(=[O:3])[CH3:2], predict the reactants needed to synthesize it. The reactants are: [C:1]([N:4]1[C:13]2[C:8](=[CH:9][C:10]([C:14]([O:16]CC)=[O:15])=[CH:11][CH:12]=2)[C@H:7]([NH:19][C:20]2[N:25]=[C:24]([CH3:26])[CH:23]=[CH:22][N:21]=2)[C@@H:6]([CH3:27])[C@@H:5]1[CH2:28][CH3:29])(=[O:3])[CH3:2].[OH-].[Li+].Cl.CO.C(Cl)Cl. (3) Given the product [F:1][C:2]([F:7])([F:6])[C:3]([OH:5])=[O:4].[NH2:38][CH2:36][C:37]([N:8]1[CH2:35][CH2:34][CH2:33][C@H:9]1[C:10]([NH:12][CH2:13][CH2:14][CH2:15][NH:16][C:17]1[C:30]2[C:29](=[O:31])[C:28]3[C:23](=[CH:24][CH:25]=[CH:26][CH:27]=3)[C:22](=[O:32])[C:21]=2[CH:20]=[CH:19][CH:18]=1)=[O:11])=[O:4], predict the reactants needed to synthesize it. The reactants are: [F:1][C:2]([F:7])([F:6])[C:3]([OH:5])=[O:4].[NH:8]1[CH2:35][CH2:34][CH2:33][C@H:9]1[C:10]([NH:12][CH2:13][CH2:14][CH2:15][NH:16][C:17]1[C:30]2[C:29](=[O:31])[C:28]3[C:23](=[CH:24][CH:25]=[CH:26][CH:27]=3)[C:22](=[O:32])[C:21]=2[CH:20]=[CH:19][CH:18]=1)=[O:11].[CH2:36]([N:38](CC)CC)[CH3:37].